Dataset: Reaction yield outcomes from USPTO patents with 853,638 reactions. Task: Predict the reaction yield, written as a fraction of the theoretical maximum amount of product (1.0 means a 100% yield; for example, 0.34 means a 34% yield). (1) The reactants are [F:1][C:2]1[CH:7]=[CH:6][C:5]([NH:8][C:9]2[N:17]=[C:16]3[C:12]([N:13]=[C:14]([C:19]4[CH:24]=[CH:23][N:22]=[C:21]([C:25](OCC)=[O:26])[CH:20]=4)[N:15]3[CH3:18])=[CH:11][N:10]=2)=[CH:4][CH:3]=1.[BH4-].[Na+]. The catalyst is C(O)C. The product is [F:1][C:2]1[CH:3]=[CH:4][C:5]([NH:8][C:9]2[N:17]=[C:16]3[C:12]([N:13]=[C:14]([C:19]4[CH:24]=[CH:23][N:22]=[C:21]([CH2:25][OH:26])[CH:20]=4)[N:15]3[CH3:18])=[CH:11][N:10]=2)=[CH:6][CH:7]=1. The yield is 0.0300. (2) The yield is 0.474. The reactants are [C:1]1([C:7]2[N:12]=[N:11][C:10]([NH2:13])=[CH:9][CH:8]=2)[CH:6]=[CH:5][CH:4]=[CH:3][CH:2]=1.C(=O)([O-])O.[Na+].[Br:19]Br. The catalyst is CO. The product is [Br:19][C:9]1[CH:8]=[C:7]([C:1]2[CH:2]=[CH:3][CH:4]=[CH:5][CH:6]=2)[N:12]=[N:11][C:10]=1[NH2:13]. (3) The catalyst is ClCCl.O. The yield is 0.840. The reactants are [CH3:1][S:2](Cl)(=[O:4])=[O:3].[N+:6]([C:9]1[CH:10]=[C:11]([CH2:15][CH2:16][OH:17])[CH:12]=[CH:13][CH:14]=1)([O-:8])=[O:7].C(N(CC)CC)C. The product is [CH3:1][S:2]([O:17][CH2:16][CH2:15][C:11]1[CH:12]=[CH:13][CH:14]=[C:9]([N+:6]([O-:8])=[O:7])[CH:10]=1)(=[O:4])=[O:3]. (4) The reactants are [F:1][C:2]1[CH:7]=[C:6]([OH:8])[CH:5]=[CH:4][C:3]=1[C:9](=[O:11])[CH3:10].[N+:12]([O-])([O-:14])=[O:13].[K+]. The catalyst is S(=O)(=O)(O)O. The product is [F:1][C:2]1[CH:7]=[C:6]([OH:8])[C:5]([N+:12]([O-:14])=[O:13])=[CH:4][C:3]=1[C:9](=[O:11])[CH3:10]. The yield is 0.710. (5) The reactants are COC([C:5]1[O:6][C:7]2[CH:13]=[C:12]([O:14][C:15]3[S:16][C:17]4[C:18]([N:23]=3)=[N:19][CH:20]=[CH:21][CH:22]=4)[CH:11]=[CH:10][C:8]=2[CH:9]=1)=O.CC(C[AlH]CC(C)C)C.[C@H](O)(C([O-])=O)[C@@H](O)[C:35]([O-])=[O:36].[Na+].[K+]. The catalyst is C(Cl)Cl. The product is [S:16]1[C:17]2[C:18](=[N:19][CH:20]=[CH:21][CH:22]=2)[N:23]=[C:15]1[O:14][C:12]1[CH:11]=[CH:10][C:8]2[C:9]([CH2:35][OH:36])=[CH:5][O:6][C:7]=2[CH:13]=1. The yield is 0.900.